Dataset: NCI-60 drug combinations with 297,098 pairs across 59 cell lines. Task: Regression. Given two drug SMILES strings and cell line genomic features, predict the synergy score measuring deviation from expected non-interaction effect. (1) Drug 1: C1=CC(=CC=C1CCCC(=O)O)N(CCCl)CCCl. Drug 2: CC1CCC2CC(C(=CC=CC=CC(CC(C(=O)C(C(C(=CC(C(=O)CC(OC(=O)C3CCCCN3C(=O)C(=O)C1(O2)O)C(C)CC4CCC(C(C4)OC)O)C)C)O)OC)C)C)C)OC. Cell line: EKVX. Synergy scores: CSS=29.0, Synergy_ZIP=-2.59, Synergy_Bliss=-4.29, Synergy_Loewe=-25.1, Synergy_HSA=1.55. (2) Drug 1: C1=CC(=CC=C1CCC2=CNC3=C2C(=O)NC(=N3)N)C(=O)NC(CCC(=O)O)C(=O)O. Drug 2: CC1=C(N=C(N=C1N)C(CC(=O)N)NCC(C(=O)N)N)C(=O)NC(C(C2=CN=CN2)OC3C(C(C(C(O3)CO)O)O)OC4C(C(C(C(O4)CO)O)OC(=O)N)O)C(=O)NC(C)C(C(C)C(=O)NC(C(C)O)C(=O)NCCC5=NC(=CS5)C6=NC(=CS6)C(=O)NCCC[S+](C)C)O. Cell line: UACC-257. Synergy scores: CSS=20.0, Synergy_ZIP=0.000896, Synergy_Bliss=8.42, Synergy_Loewe=3.35, Synergy_HSA=4.15. (3) Drug 1: COC1=C(C=C2C(=C1)N=CN=C2NC3=CC(=C(C=C3)F)Cl)OCCCN4CCOCC4. Drug 2: CC(C)NC(=O)C1=CC=C(C=C1)CNNC.Cl. Cell line: CCRF-CEM. Synergy scores: CSS=14.8, Synergy_ZIP=11.0, Synergy_Bliss=15.7, Synergy_Loewe=9.06, Synergy_HSA=9.60. (4) Drug 1: CC(C1=C(C=CC(=C1Cl)F)Cl)OC2=C(N=CC(=C2)C3=CN(N=C3)C4CCNCC4)N. Drug 2: C1=CC(=CC=C1CC(C(=O)O)N)N(CCCl)CCCl.Cl. Cell line: SK-MEL-28. Synergy scores: CSS=0.538, Synergy_ZIP=0.681, Synergy_Bliss=1.52, Synergy_Loewe=-6.22, Synergy_HSA=-3.94. (5) Drug 1: CCCS(=O)(=O)NC1=C(C(=C(C=C1)F)C(=O)C2=CNC3=C2C=C(C=N3)C4=CC=C(C=C4)Cl)F. Drug 2: C1=CC(=CC=C1CCCC(=O)O)N(CCCl)CCCl. Cell line: EKVX. Synergy scores: CSS=-1.05, Synergy_ZIP=-3.85, Synergy_Bliss=-2.70, Synergy_Loewe=-6.41, Synergy_HSA=-4.53. (6) Drug 1: CCCCC(=O)OCC(=O)C1(CC(C2=C(C1)C(=C3C(=C2O)C(=O)C4=C(C3=O)C=CC=C4OC)O)OC5CC(C(C(O5)C)O)NC(=O)C(F)(F)F)O. Drug 2: C1=NNC2=C1C(=O)NC=N2. Cell line: T-47D. Synergy scores: CSS=58.4, Synergy_ZIP=-0.806, Synergy_Bliss=-2.20, Synergy_Loewe=-14.3, Synergy_HSA=-1.86. (7) Synergy scores: CSS=29.6, Synergy_ZIP=-0.483, Synergy_Bliss=-4.69, Synergy_Loewe=-4.53, Synergy_HSA=-2.49. Cell line: LOX IMVI. Drug 2: CC1=C(C(CCC1)(C)C)C=CC(=CC=CC(=CC(=O)O)C)C. Drug 1: C1=NC2=C(N1)C(=S)N=C(N2)N. (8) Drug 1: CC1=C(C(=CC=C1)Cl)NC(=O)C2=CN=C(S2)NC3=CC(=NC(=N3)C)N4CCN(CC4)CCO. Drug 2: C(CC(=O)O)C(=O)CN.Cl. Cell line: KM12. Synergy scores: CSS=-3.13, Synergy_ZIP=2.45, Synergy_Bliss=6.03, Synergy_Loewe=-1.71, Synergy_HSA=0.432. (9) Drug 1: C1CCC(C1)C(CC#N)N2C=C(C=N2)C3=C4C=CNC4=NC=N3. Drug 2: CC1=C(C=C(C=C1)C(=O)NC2=CC(=CC(=C2)C(F)(F)F)N3C=C(N=C3)C)NC4=NC=CC(=N4)C5=CN=CC=C5. Cell line: OVCAR-4. Synergy scores: CSS=0.510, Synergy_ZIP=1.67, Synergy_Bliss=1.16, Synergy_Loewe=0.272, Synergy_HSA=-0.857.